From a dataset of Full USPTO retrosynthesis dataset with 1.9M reactions from patents (1976-2016). Predict the reactants needed to synthesize the given product. Given the product [N:1]1[CH:6]=[CH:5][CH:4]=[CH:3][C:2]=1[CH2:7][NH:14][C:13]1[C:15]([CH:19]([CH3:20])[CH3:21])=[CH:16][CH:17]=[CH:18][C:12]=1[CH:9]([CH3:11])[CH3:10], predict the reactants needed to synthesize it. The reactants are: [N:1]1[CH:6]=[CH:5][CH:4]=[CH:3][C:2]=1[CH2:7]Cl.[CH:9]([C:12]1[CH:18]=[CH:17][CH:16]=[C:15]([CH:19]([CH3:21])[CH3:20])[C:13]=1[NH2:14])([CH3:11])[CH3:10].C(N(CC)CC)C.